Dataset: Reaction yield outcomes from USPTO patents with 853,638 reactions. Task: Predict the reaction yield, written as a fraction of the theoretical maximum amount of product (1.0 means a 100% yield; for example, 0.34 means a 34% yield). (1) The reactants are [N:1]([C:4]1[CH:13]=[CH:12][CH:11]=[CH:10][C:5]=1[C:6]([O:8]C)=O)=[C:2]=[O:3].[C:14]([NH:21][C:22]1[CH:27]=[CH:26][C:25]([NH2:28])=[CH:24][CH:23]=1)([O:16][C:17]([CH3:20])([CH3:19])[CH3:18])=[O:15].CCN(C(C)C)C(C)C.C1CCN2C(=NCCC2)CC1. The catalyst is C1COCC1. The product is [C:17]([O:16][C:14]([NH:21][C:22]1[CH:23]=[CH:24][C:25]([N:28]2[C:6](=[O:8])[C:5]3[C:4](=[CH:13][CH:12]=[CH:11][CH:10]=3)[NH:1][C:2]2=[O:3])=[CH:26][CH:27]=1)=[O:15])([CH3:20])([CH3:18])[CH3:19]. The yield is 0.850. (2) The reactants are [C:1]([C:5]1[CH:12]=[CH:11][CH:10]=[C:7](C=O)[C:6]=1[OH:13])([CH3:4])([CH3:3])[CH3:2].[CH2:14]=[O:15].[ClH:16].[C:17]([O-])([O-])=O.[Na+].[Na+]. No catalyst specified. The product is [C:1]([C:5]1[CH:12]=[C:11]([CH2:17][Cl:16])[CH:10]=[C:7]([CH:14]=[O:15])[C:6]=1[OH:13])([CH3:2])([CH3:3])[CH3:4]. The yield is 0.970. (3) The reactants are [Cl:1][C:2]1[CH:3]=[C:4]2[C:9](=[CH:10][C:11]=1[OH:12])[O:8][CH:7]=[C:6]([C:13]1[CH:18]=[CH:17][C:16]([O:19][CH3:20])=[C:15]([O:21][CH3:22])[CH:14]=1)[C:5]2=O.O.[NH2:25][NH2:26]. The catalyst is C(O)C. The product is [Cl:1][C:2]1[CH:3]=[C:4]([C:5]2[C:6]([C:13]3[CH:18]=[CH:17][C:16]([O:19][CH3:20])=[C:15]([O:21][CH3:22])[CH:14]=3)=[CH:7][NH:26][N:25]=2)[C:9]([OH:8])=[CH:10][C:11]=1[OH:12]. The yield is 0.651. (4) The reactants are [CH2:1]([N:5]([CH2:41][CH2:42][CH2:43][CH3:44])[C:6]([C:8]1[N:9]=[C:10]([C:21]2[CH:30]=[CH:29][C:24]([C:25]([O:27][CH3:28])=[O:26])=[CH:23][C:22]=2[C:31]([O:33]CC2C=CC=CC=2)=[O:32])[N:11]([CH2:13][CH2:14][C:15]2[CH:20]=[CH:19][CH:18]=[CH:17][CH:16]=2)[CH:12]=1)=[O:7])[CH2:2][CH2:3][CH3:4]. The catalyst is CO.[Pd]. The product is [CH2:41]([N:5]([CH2:1][CH2:2][CH2:3][CH3:4])[C:6]([C:8]1[N:9]=[C:10]([C:21]2[CH:30]=[CH:29][C:24]([C:25]([O:27][CH3:28])=[O:26])=[CH:23][C:22]=2[C:31]([OH:33])=[O:32])[N:11]([CH2:13][CH2:14][C:15]2[CH:20]=[CH:19][CH:18]=[CH:17][CH:16]=2)[CH:12]=1)=[O:7])[CH2:42][CH2:43][CH3:44]. The yield is 0.920. (5) The reactants are [N:1]1[CH:6]=[CH:5][CH:4]=[CH:3][C:2]=1[C:7]1[C:11]([C:12](O)=[O:13])=[CH:10][O:9][N:8]=1.CC1ON=C(C2C=CN=CN=2)C=1C(O)=O. No catalyst specified. The product is [N:1]1[CH:6]=[CH:5][CH:4]=[CH:3][C:2]=1[C:7]1[C:11]([CH2:12][OH:13])=[CH:10][O:9][N:8]=1. The yield is 0.760. (6) The reactants are [Cl:1][C:2]1[C:3]([NH:18][C:19]2C=[CH:25][C:24]([F:27])=[CH:23][C:20]=2C#N)=[CH:4][C:5]([NH:8][C:9]2[N:13]([CH:14]([CH3:16])[CH3:15])[N:12]=[C:11]([CH3:17])[CH:10]=2)=[N:6][CH:7]=1.[OH-].[Na+].[C:30]([O:33]CC)(=[O:32])[CH3:31]. The catalyst is O1CCOCC1. The product is [Cl:1][C:2]1[C:3]([NH:18][C:19]2[CH:20]=[CH:23][C:24]([F:27])=[CH:25][C:31]=2[C:30]([OH:33])=[O:32])=[CH:4][C:5]([NH:8][C:9]2[N:13]([CH:14]([CH3:15])[CH3:16])[N:12]=[C:11]([CH3:17])[CH:10]=2)=[N:6][CH:7]=1. The yield is 0.272.